From a dataset of Catalyst prediction with 721,799 reactions and 888 catalyst types from USPTO. Predict which catalyst facilitates the given reaction. (1) Reactant: [F:1][C:2]1[CH:3]=[C:4]([NH2:15])[CH:5]=[C:6]([F:14])[C:7]=1[N:8]1[CH2:13][CH:12]2[CH:10]([O:11]2)[CH2:9]1.N1C=CC=CC=1.Cl[C:23]([O:25][CH2:26][C:27]1[CH:32]=[CH:31][CH:30]=[CH:29][CH:28]=1)=[O:24]. Product: [CH2:26]([O:25][C:23](=[O:24])[NH:15][C:4]1[CH:5]=[C:6]([F:14])[C:7]([N:8]2[CH2:13][CH:12]3[CH:10]([O:11]3)[CH2:9]2)=[C:2]([F:1])[CH:3]=1)[C:27]1[CH:32]=[CH:31][CH:30]=[CH:29][CH:28]=1. The catalyst class is: 4. (2) Reactant: Br[CH:2]([C:15]1[CH:20]=[CH:19][CH:18]=[CH:17][CH:16]=1)[C:3]([C:5]1[C:13]2[C:8](=[CH:9][CH:10]=[C:11]([F:14])[CH:12]=2)[NH:7][CH:6]=1)=[O:4].[C:21]([O:25][CH2:26][CH2:27][O:28][C:29]1[CH:30]=[C:31]([CH:33]=[C:34]([O:36][CH3:37])[CH:35]=1)[NH2:32])([CH3:24])([CH3:23])[CH3:22].C(N(CC)CC)C. Product: [C:21]([O:25][CH2:26][CH2:27][O:28][C:29]1[CH:30]=[C:31]([NH:32][CH:2]([C:15]2[CH:20]=[CH:19][CH:18]=[CH:17][CH:16]=2)[C:3]([C:5]2[C:13]3[C:8](=[CH:9][CH:10]=[C:11]([F:14])[CH:12]=3)[NH:7][CH:6]=2)=[O:4])[CH:33]=[C:34]([O:36][CH3:37])[CH:35]=1)([CH3:24])([CH3:23])[CH3:22]. The catalyst class is: 10. (3) Reactant: [NH2:1][C:2]1[CH:7]=[CH:6][C:5]([CH2:8][CH2:9][CH2:10][CH2:11][OH:12])=[CH:4][CH:3]=1.C(=O)(O)[O-].[Na+].[CH3:18][C:19]([O:22][C:23](O[C:23]([O:22][C:19]([CH3:21])([CH3:20])[CH3:18])=[O:24])=[O:24])([CH3:21])[CH3:20]. Product: [C:23]([C:4]1[CH:3]=[C:2]([NH2:1])[CH:7]=[CH:6][C:5]=1[CH2:8][CH2:9][CH2:10][CH2:11][OH:12])([O:22][C:19]([CH3:21])([CH3:20])[CH3:18])=[O:24]. The catalyst class is: 30. (4) Reactant: [CH3:1][O:2][C:3](=[O:10])[CH2:4][CH2:5][CH2:6][CH2:7][CH2:8][OH:9].[C:11]1([CH3:21])[CH:16]=[CH:15][C:14]([S:17](Cl)(=[O:19])=[O:18])=[CH:13][CH:12]=1.N1C=CC=CC=1. Product: [CH3:1][O:2][C:3](=[O:10])[CH2:4][CH2:5][CH2:6][CH2:7][CH2:8][O:9][S:17]([C:14]1[CH:15]=[CH:16][C:11]([CH3:21])=[CH:12][CH:13]=1)(=[O:19])=[O:18]. The catalyst class is: 2. (5) The catalyst class is: 8. Product: [CH2:2]([O:4][C:5]([C:6]1[CH:16]=[C:17]([C:19]2[CH:26]=[CH:25][C:22]([C:23]#[N:24])=[CH:21][CH:20]=2)[NH:9][C:7]=1[NH2:8])=[O:10])[CH3:3]. Reactant: Cl.[CH2:2]([O:4][C:5](=[O:10])[CH2:6][C:7](=[NH:9])[NH2:8])[CH3:3].[O-]CC.[Na+].Br[CH2:16][C:17]([C:19]1[CH:26]=[CH:25][C:22]([C:23]#[N:24])=[CH:21][CH:20]=1)=O. (6) Reactant: [Cl:1][C:2]1[CH:3]=[C:4]([CH:13]([C:15]2[CH:20]=[CH:19][CH:18]=[C:17]([O:21][CH3:22])[C:16]=2[O:23][CH3:24])[OH:14])[C:5]([N:8]2[CH:12]=[CH:11][CH:10]=[CH:9]2)=[N:6][CH:7]=1. Product: [Cl:1][C:2]1[CH:3]=[C:4]([C:13]([C:15]2[CH:20]=[CH:19][CH:18]=[C:17]([O:21][CH3:22])[C:16]=2[O:23][CH3:24])=[O:14])[C:5]([N:8]2[CH:9]=[CH:10][CH:11]=[CH:12]2)=[N:6][CH:7]=1. The catalyst class is: 327. (7) Reactant: [C:1]([O:5][C:6]([N:8]1[CH2:13][C:12](=[O:14])[N:11]([C:15]2[CH:20]=[CH:19][C:18]([O:21][CH2:22][CH2:23][CH2:24][O:25][CH2:26][C:27]3[CH:32]=[CH:31][CH:30]=[CH:29][C:28]=3[O:33][CH3:34])=[CH:17][CH:16]=2)[C@@H:10]([CH2:35][NH2:36])[CH2:9]1)=[O:7])([CH3:4])([CH3:3])[CH3:2].[CH3:37][O:38][C:39]1[CH:47]=[CH:46][CH:45]=[CH:44][C:40]=1[C:41](Cl)=[O:42].C(N(CC)CC)C. Product: [C:1]([O:5][C:6]([N:8]1[CH2:13][C:12](=[O:14])[N:11]([C:15]2[CH:20]=[CH:19][C:18]([O:21][CH2:22][CH2:23][CH2:24][O:25][CH2:26][C:27]3[CH:32]=[CH:31][CH:30]=[CH:29][C:28]=3[O:33][CH3:34])=[CH:17][CH:16]=2)[C@@H:10]([CH2:35][NH:36][C:41](=[O:42])[C:40]2[CH:44]=[CH:45][CH:46]=[CH:47][C:39]=2[O:38][CH3:37])[CH2:9]1)=[O:7])([CH3:2])([CH3:4])[CH3:3]. The catalyst class is: 96. (8) Reactant: Cl[C:2]1[N:7]=[CH:6][N:5]=[C:4]([NH:8][C:9]2[CH:10]=[N:11][N:12]([CH3:14])[CH:13]=2)[N:3]=1.[O:15]1[CH2:20][CH2:19][CH:18]([O:21][C:22]2[CH:29]=[CH:28][C:27](B3OC(C)(C)C(C)(C)O3)=[CH:26][C:23]=2[C:24]#[N:25])[CH2:17][CH2:16]1.C1(P(C2C=CC=CC=2)C2C=CC=CC=2)C=CC=CC=1.C(=O)([O-])[O-].[Na+].[Na+]. Product: [CH3:14][N:12]1[CH:13]=[C:9]([NH:8][C:4]2[N:5]=[CH:6][N:7]=[C:2]([C:27]3[CH:28]=[CH:29][C:22]([O:21][CH:18]4[CH2:19][CH2:20][O:15][CH2:16][CH2:17]4)=[C:23]([CH:26]=3)[C:24]#[N:25])[N:3]=2)[CH:10]=[N:11]1. The catalyst class is: 848. (9) Reactant: [CH3:1][N:2]1[C:11](=[O:12])[C:10]2[C:5](=[C:6]([N:13]3[C:19](=[O:20])[C:18]4[CH:21]=[N:22][C:23](SC)=[N:24][C:17]=4[N:16]4[CH2:27][CH2:28][CH2:29][C@H:15]4[CH2:14]3)[CH:7]=[CH:8][CH:9]=2)[N:4]=[CH:3]1.C1C=C(Cl)C=C(C(OO)=O)C=1.C(Cl)(Cl)Cl.O.[NH3:46]. Product: [NH2:46][C:23]1[N:22]=[CH:21][C:18]2[C:19](=[O:20])[N:13]([C:6]3[CH:7]=[CH:8][CH:9]=[C:10]4[C:5]=3[N:4]=[CH:3][N:2]([CH3:1])[C:11]4=[O:12])[CH2:14][C@@H:15]3[CH2:29][CH2:28][CH2:27][N:16]3[C:17]=2[N:24]=1. The catalyst class is: 4. (10) Reactant: [Cl:1][C:2]1[CH:10]=[C:9]2[C:5]([C:6]([F:13])([CH3:12])[C:7](=[O:11])[NH:8]2)=[CH:4][CH:3]=1.[H-].[Na+].[Cl:16][C:17]1[CH:18]=[C:19]([C:24]([NH:26][C@H:27]2[CH2:32][CH2:31][C@H:30]([CH2:33]OS(C)(=O)=O)[CH2:29][CH2:28]2)=[O:25])[C:20]([CH3:23])=[N:21][CH:22]=1. Product: [Cl:16][C:17]1[CH:22]=[N:21][C:20]([CH3:23])=[C:19]([CH:18]=1)[C:24]([NH:26][C@H:27]1[CH2:32][CH2:31][C@H:30]([CH2:33][N:8]2[C:9]3[C:5](=[CH:4][CH:3]=[C:2]([Cl:1])[CH:10]=3)[C:6]([F:13])([CH3:12])[C:7]2=[O:11])[CH2:29][CH2:28]1)=[O:25]. The catalyst class is: 3.